This data is from Forward reaction prediction with 1.9M reactions from USPTO patents (1976-2016). The task is: Predict the product of the given reaction. (1) Given the reactants I(Cl)(=O)=O.[I:5](Cl)(=O)=O.C([N+](C)(C)C)C1C=CC=CC=1.Cl.Cl.[NH2:22][C:23]1[CH:28]=[C:27]([CH3:29])[C:26]([CH2:30][CH2:31][S:32]([N:35]2[CH2:52][CH2:51][C:38]3([N:42]=[C:41]([CH:43]4[CH2:48][CH2:47][CH:46]([CH3:49])[CH2:45][CH2:44]4)[NH:40][C:39]3=[O:50])[CH2:37][CH2:36]2)(=[O:34])=[O:33])=[C:25]([CH3:53])[CH:24]=1.C(=O)([O-])[O-].[Ca+2].C(=O)(O)[O-].[Na+], predict the reaction product. The product is: [NH2:22][C:23]1[CH:24]=[C:25]([CH3:53])[C:26]([CH2:30][CH2:31][S:32]([N:35]2[CH2:36][CH2:37][C:38]3([N:42]=[C:41]([CH:43]4[CH2:48][CH2:47][CH:46]([CH3:49])[CH2:45][CH2:44]4)[NH:40][C:39]3=[O:50])[CH2:51][CH2:52]2)(=[O:34])=[O:33])=[C:27]([CH3:29])[C:28]=1[I:5]. (2) Given the reactants [F:1][C:2]([F:35])([CH3:34])[C:3]([NH:5][C@@H:6]([CH3:33])[C@H:7]([O:14][C:15]1[CH:16]=[C:17]2[C:21](=[CH:22][CH:23]=1)[N:20]([C:24]1[CH:25]=[C:26]([CH:30]=[CH:31][CH:32]=1)[C:27]([NH2:29])=[O:28])[N:19]=[CH:18]2)[C:8]1[CH:13]=[CH:12][CH:11]=[CH:10][CH:9]=1)=[O:4].[NH:36]1[CH2:41][CH2:40]N[CH2:38][C:37]1=[O:42], predict the reaction product. The product is: [F:35][C:2]([F:1])([CH3:34])[C:3]([NH:5][C@@H:6]([CH3:33])[C@H:7]([O:14][C:15]1[CH:16]=[C:17]2[C:21](=[CH:22][CH:23]=1)[N:20]([C:24]1[CH:32]=[CH:31][CH:30]=[C:26]([C:27]([N:29]3[CH2:40][CH2:41][NH:36][C:37](=[O:42])[CH2:38]3)=[O:28])[CH:25]=1)[N:19]=[CH:18]2)[C:8]1[CH:9]=[CH:10][CH:11]=[CH:12][CH:13]=1)=[O:4]. (3) Given the reactants [CH3:1][O:2][C:3]1[CH:4]=[C:5]([CH:29]=[C:30]([O:32][CH3:33])[CH:31]=1)[CH2:6][CH2:7][C:8]1[N:9]=[C:10]2[CH:16]=[C:15]([C:17](O)=[O:18])[N:14](S(C3C=CC=CC=3)(=O)=O)[C:11]2=[N:12][CH:13]=1.CN.[CH3:36][N:37](C(ON1N=NC2C=CC=NC1=2)=[N+](C)C)C.F[P-](F)(F)(F)(F)F.C(N(CC)C(C)C)(C)C.C(=O)([O-])[O-].[K+].[K+], predict the reaction product. The product is: [CH3:1][O:2][C:3]1[CH:4]=[C:5]([CH2:6][CH2:7][C:8]2[N:9]=[C:10]3[CH:16]=[C:15]([C:17]([NH:37][CH3:36])=[O:18])[NH:14][C:11]3=[N:12][CH:13]=2)[CH:29]=[C:30]([O:32][CH3:33])[CH:31]=1. (4) Given the reactants [CH2:1]([OH:19])[CH2:2][O:3][CH2:4][CH2:5][O:6][CH2:7][CH2:8][O:9][CH2:10][CH2:11][O:12][CH2:13][CH2:14][O:15][CH2:16][CH2:17][OH:18].N1C=CC=CC=1.[S:26](Cl)([C:29]1[CH:35]=[CH:34][C:32]([CH3:33])=[CH:31][CH:30]=1)(=[O:28])=[O:27], predict the reaction product. The product is: [S:26]([O:18][CH2:17][CH2:16][O:15][CH2:14][CH2:13][O:12][CH2:11][CH2:10][O:9][CH2:8][CH2:7][O:6][CH2:5][CH2:4][O:3][CH2:2][CH2:1][OH:19])([C:29]1[CH:35]=[CH:34][C:32]([CH3:33])=[CH:31][CH:30]=1)(=[O:28])=[O:27].